Dataset: CYP2D6 inhibition data for predicting drug metabolism from PubChem BioAssay. Task: Regression/Classification. Given a drug SMILES string, predict its absorption, distribution, metabolism, or excretion properties. Task type varies by dataset: regression for continuous measurements (e.g., permeability, clearance, half-life) or binary classification for categorical outcomes (e.g., BBB penetration, CYP inhibition). Dataset: cyp2d6_veith. The compound is CC(C)N(CCNC(=O)C1CCN(S(=O)(=O)N2CCOCC2)CC1)Cc1ccccc1. The result is 0 (non-inhibitor).